Dataset: NCI-60 drug combinations with 297,098 pairs across 59 cell lines. Task: Regression. Given two drug SMILES strings and cell line genomic features, predict the synergy score measuring deviation from expected non-interaction effect. (1) Drug 1: CC1=C(C=C(C=C1)NC(=O)C2=CC=C(C=C2)CN3CCN(CC3)C)NC4=NC=CC(=N4)C5=CN=CC=C5. Drug 2: CC1=C(C=C(C=C1)C(=O)NC2=CC(=CC(=C2)C(F)(F)F)N3C=C(N=C3)C)NC4=NC=CC(=N4)C5=CN=CC=C5. Cell line: U251. Synergy scores: CSS=-3.14, Synergy_ZIP=-2.30, Synergy_Bliss=-6.69, Synergy_Loewe=-9.12, Synergy_HSA=-8.49. (2) Drug 2: CC=C1C(=O)NC(C(=O)OC2CC(=O)NC(C(=O)NC(CSSCCC=C2)C(=O)N1)C(C)C)C(C)C. Drug 1: COC1=NC(=NC2=C1N=CN2C3C(C(C(O3)CO)O)O)N. Synergy scores: CSS=16.1, Synergy_ZIP=1.61, Synergy_Bliss=-0.328, Synergy_Loewe=-45.4, Synergy_HSA=-3.50. Cell line: NCI-H460. (3) Drug 1: CC1=C(C=C(C=C1)NC2=NC=CC(=N2)N(C)C3=CC4=NN(C(=C4C=C3)C)C)S(=O)(=O)N.Cl. Drug 2: C1=CC(=C2C(=C1NCCNCCO)C(=O)C3=C(C=CC(=C3C2=O)O)O)NCCNCCO. Cell line: SF-295. Synergy scores: CSS=63.7, Synergy_ZIP=13.1, Synergy_Bliss=11.3, Synergy_Loewe=-35.4, Synergy_HSA=12.8. (4) Drug 1: CCC1(CC2CC(C3=C(CCN(C2)C1)C4=CC=CC=C4N3)(C5=C(C=C6C(=C5)C78CCN9C7C(C=CC9)(C(C(C8N6C=O)(C(=O)OC)O)OC(=O)C)CC)OC)C(=O)OC)O.OS(=O)(=O)O. Drug 2: COC1=C2C(=CC3=C1OC=C3)C=CC(=O)O2. Cell line: HT29. Synergy scores: CSS=4.56, Synergy_ZIP=-2.33, Synergy_Bliss=-1.98, Synergy_Loewe=-19.4, Synergy_HSA=-1.71. (5) Cell line: NCI/ADR-RES. Synergy scores: CSS=7.59, Synergy_ZIP=-2.08, Synergy_Bliss=2.54, Synergy_Loewe=2.08, Synergy_HSA=2.96. Drug 2: C(=O)(N)NO. Drug 1: CC1=CC2C(CCC3(C2CCC3(C(=O)C)OC(=O)C)C)C4(C1=CC(=O)CC4)C. (6) Drug 1: CC1C(C(=O)NC(C(=O)N2CCCC2C(=O)N(CC(=O)N(C(C(=O)O1)C(C)C)C)C)C(C)C)NC(=O)C3=C4C(=C(C=C3)C)OC5=C(C(=O)C(=C(C5=N4)C(=O)NC6C(OC(=O)C(N(C(=O)CN(C(=O)C7CCCN7C(=O)C(NC6=O)C(C)C)C)C)C(C)C)C)N)C. Drug 2: C(=O)(N)NO. Cell line: SK-MEL-5. Synergy scores: CSS=24.9, Synergy_ZIP=9.57, Synergy_Bliss=6.80, Synergy_Loewe=-21.4, Synergy_HSA=1.06.